Dataset: Reaction yield outcomes from USPTO patents with 853,638 reactions. Task: Predict the reaction yield, written as a fraction of the theoretical maximum amount of product (1.0 means a 100% yield; for example, 0.34 means a 34% yield). (1) The reactants are Cl[C:2]1[N:7]=[CH:6][N:5]=[C:4]([NH2:8])[CH:3]=1.[Cl:9][C:10]1[CH:11]=[C:12](B(O)O)[CH:13]=[CH:14][CH:15]=1.C([O-])([O-])=O.[Na+].[Na+]. The catalyst is COCCOC.CCO.O.Cl[Pd](Cl)([P](C1C=CC=CC=1)(C1C=CC=CC=1)C1C=CC=CC=1)[P](C1C=CC=CC=1)(C1C=CC=CC=1)C1C=CC=CC=1. The product is [Cl:9][C:10]1[CH:15]=[C:14]([C:2]2[N:7]=[CH:6][N:5]=[C:4]([NH2:8])[CH:3]=2)[CH:13]=[CH:12][CH:11]=1. The yield is 0.910. (2) The reactants are [OH:1][C:2]1[CH:9]=[C:8]([O:10][CH3:11])[C:7]([C:12]2[S:13][CH:14]=[CH:15][CH:16]=2)=[CH:6][C:3]=1[CH:4]=[O:5].C(=O)([O-])[O-].[K+].[K+].[Si:23]([O:30][CH2:31][CH:32]([CH2:39][O:40][Si:41]([C:44]([CH3:47])([CH3:46])[CH3:45])([CH3:43])[CH3:42])[CH2:33]OS(C)(=O)=O)([C:26]([CH3:29])([CH3:28])[CH3:27])([CH3:25])[CH3:24]. The catalyst is CN(C)C=O.O. The product is [Si:23]([O:30][CH2:31][CH:32]([CH2:39][O:40][Si:41]([C:44]([CH3:45])([CH3:47])[CH3:46])([CH3:42])[CH3:43])[CH2:33][O:1][C:2]1[CH:9]=[C:8]([O:10][CH3:11])[C:7]([C:12]2[S:13][CH:14]=[CH:15][CH:16]=2)=[CH:6][C:3]=1[CH:4]=[O:5])([C:26]([CH3:29])([CH3:28])[CH3:27])([CH3:25])[CH3:24]. The yield is 0.900. (3) The reactants are [N+:1]([C:4]1[CH:9]=[CH:8][CH:7]=[CH:6][C:5]=1[C:10]1[N:11]=[C:12]2[N:17]=[CH:16][CH:15]=[CH:14][N:13]2[CH:18]=1)([O-])=O. The catalyst is CO. The product is [N:11]1[C:10]([C:5]2[CH:6]=[CH:7][CH:8]=[CH:9][C:4]=2[NH2:1])=[CH:18][N:13]2[CH:14]=[CH:15][CH:16]=[N:17][C:12]=12. The yield is 0.760. (4) The reactants are [S:1]([C:4]1[S:8][C:7]([NH:9][C:10]2[N:15]=[CH:14][C:13]([CH2:16][OH:17])=[CH:12][CH:11]=2)=[N:6][CH:5]=1)[C:2]#N.SC[C@H]([C@@H](CS)O)O.[O-]P([O-])([O-])=O.[K+].[K+].[K+].ClC1[CH:40]=[CH:39][N:38]=[C:37]([C:41]([O:43][CH3:44])=[O:42])[C:36]=1[F:45]. The catalyst is CO.CN(C=O)C. The product is [F:45][C:36]1[C:37]([C:41]([O:43][CH3:44])=[O:42])=[N:38][CH:39]=[CH:40][C:2]=1[S:1][C:4]1[S:8][C:7]([NH:9][C:10]2[CH:11]=[CH:12][C:13]([CH2:16][OH:17])=[CH:14][N:15]=2)=[N:6][CH:5]=1. The yield is 0.870. (5) The reactants are [CH:1]([N:4]1[CH:8]=[N:7][N:6]=[C:5]1[C:9]1[S:10][C:11]2[CH2:12][CH2:13][O:14][C:15]3[CH:22]=[C:21]([CH2:23][OH:24])[CH:20]=[CH:19][C:16]=3[C:17]=2[N:18]=1)([CH3:3])[CH3:2].CC(OI1(OC(C)=O)(OC(C)=O)OC(=O)C2C=CC=CC1=2)=O. The catalyst is C(Cl)Cl. The product is [CH:1]([N:4]1[CH:8]=[N:7][N:6]=[C:5]1[C:9]1[S:10][C:11]2[CH2:12][CH2:13][O:14][C:15]3[CH:22]=[C:21]([CH:23]=[O:24])[CH:20]=[CH:19][C:16]=3[C:17]=2[N:18]=1)([CH3:3])[CH3:2]. The yield is 0.980. (6) The reactants are C([O-])=O.[K+].C(O)=O.O.[CH3:9][O:10][C:11]1[CH:12]=[C:13]2[C:18](=[CH:19][C:20]=1[O:21][CH3:22])[N:17]=[CH:16][CH:15]=[C:14]2[O:23][C:24]1[CH:29]=[CH:28][C:27]([N+:30]([O-])=O)=[CH:26][CH:25]=1. The catalyst is [Pd].O1CCCC1. The product is [CH3:9][O:10][C:11]1[CH:12]=[C:13]2[C:18](=[CH:19][C:20]=1[O:21][CH3:22])[N:17]=[CH:16][CH:15]=[C:14]2[O:23][C:24]1[CH:25]=[CH:26][C:27]([NH2:30])=[CH:28][CH:29]=1. The yield is 0.970. (7) The reactants are [CH:1]1([O:6][C:7]2[N:8]=[C:9]([NH:16][C:17]3[CH:22]=[CH:21][C:20]([CH2:23][C:24]([O:26]CC)=O)=[CH:19][CH:18]=3)[C:10]3[CH2:15][CH2:14][CH2:13][C:11]=3[N:12]=2)[CH2:5][CH2:4][CH2:3][CH2:2]1.[NH3:29]. The catalyst is CO. The product is [CH:1]1([O:6][C:7]2[N:8]=[C:9]([NH:16][C:17]3[CH:22]=[CH:21][C:20]([CH2:23][C:24]([NH2:29])=[O:26])=[CH:19][CH:18]=3)[C:10]3[CH2:15][CH2:14][CH2:13][C:11]=3[N:12]=2)[CH2:5][CH2:4][CH2:3][CH2:2]1. The yield is 0.300.